From a dataset of Forward reaction prediction with 1.9M reactions from USPTO patents (1976-2016). Predict the product of the given reaction. (1) The product is: [CH3:10][O:9][S:6]([O-:11])(=[O:8])=[O:7].[CH3:1][S+:3]([CH3:4])[CH3:15]. Given the reactants [CH2:1]([S:3][CH2:4]C)C.[S:6]([O:11]C)([O:9][CH3:10])(=[O:8])=[O:7].[OH-].[K+].[CH2:15]1COCC1, predict the reaction product. (2) Given the reactants C(OC([N:8]1[CH2:22][CH2:21][C:11]2[NH:12][C:13](=[O:20])[N:14]([CH2:17][C:18]#[CH:19])[C:15](=[O:16])[C:10]=2[CH2:9]1)=O)(C)(C)C.[ClH:23], predict the reaction product. The product is: [ClH:23].[CH2:17]([N:14]1[C:15](=[O:16])[C:10]2[CH2:9][NH:8][CH2:22][CH2:21][C:11]=2[NH:12][C:13]1=[O:20])[C:18]#[CH:19].